This data is from Catalyst prediction with 721,799 reactions and 888 catalyst types from USPTO. The task is: Predict which catalyst facilitates the given reaction. (1) Reactant: [NH2:1][C:2]1[CH:7]=[CH:6][C:5]([Br:8])=[CH:4][C:3]=1[C:9]([C:11]1[CH:16]=[CH:15][CH:14]=[CH:13][CH:12]=1)=[O:10].[BH4-].[Na+].O. Product: [NH2:1][C:2]1[CH:7]=[CH:6][C:5]([Br:8])=[CH:4][C:3]=1[CH:9]([C:11]1[CH:12]=[CH:13][CH:14]=[CH:15][CH:16]=1)[OH:10]. The catalyst class is: 5. (2) Reactant: FC(F)(F)C(O)=O.[CH:8]([N:11]1[C:15]([C:16]2[N:25]=[C:24]3[N:18]([CH2:19][CH2:20][O:21][C:22]4[CH:29]=[C:28]([CH:30]5[CH2:35][CH2:34][NH:33][CH2:32][CH2:31]5)[CH:27]=[CH:26][C:23]=43)[CH:17]=2)=[N:14][CH:13]=[N:12]1)([CH3:10])[CH3:9].C(=O)([O-])[O-].[K+].[K+].Br[CH2:43][CH2:44][O:45][CH:46]1[CH2:51][CH2:50][CH2:49][CH2:48][O:47]1. Product: [CH:8]([N:11]1[C:15]([C:16]2[N:25]=[C:24]3[N:18]([CH2:19][CH2:20][O:21][C:22]4[CH:29]=[C:28]([CH:30]5[CH2:35][CH2:34][N:33]([CH2:43][CH2:44][O:45][CH:46]6[CH2:51][CH2:50][CH2:49][CH2:48][O:47]6)[CH2:32][CH2:31]5)[CH:27]=[CH:26][C:23]=43)[CH:17]=2)=[N:14][CH:13]=[N:12]1)([CH3:10])[CH3:9]. The catalyst class is: 85.